Dataset: Catalyst prediction with 721,799 reactions and 888 catalyst types from USPTO. Task: Predict which catalyst facilitates the given reaction. (1) Reactant: [C:1]([O:5][C:6](=[O:34])[NH:7][CH2:8][CH2:9][CH2:10][NH:11][CH:12]([C:16]1[N:17]([CH2:27][C:28]2[CH:33]=[CH:32][CH:31]=[CH:30][CH:29]=2)[C:18](=[O:26])[C:19]2[C:24]([CH3:25])=[N:23][O:22][C:20]=2[N:21]=1)[CH:13]([CH3:15])[CH3:14])([CH3:4])([CH3:3])[CH3:2].[C:35]1([CH3:44])[CH:40]=[CH:39][C:38]([C:41](Cl)=[O:42])=[CH:37][CH:36]=1.C(N(CC)CC)C. Product: [C:1]([O:5][C:6](=[O:34])[NH:7][CH2:8][CH2:9][CH2:10][N:11]([CH:12]([C:16]1[N:17]([CH2:27][C:28]2[CH:29]=[CH:30][CH:31]=[CH:32][CH:33]=2)[C:18](=[O:26])[C:19]2[C:24]([CH3:25])=[N:23][O:22][C:20]=2[N:21]=1)[CH:13]([CH3:15])[CH3:14])[C:41](=[O:42])[C:38]1[CH:39]=[CH:40][C:35]([CH3:44])=[CH:36][CH:37]=1)([CH3:3])([CH3:4])[CH3:2]. The catalyst class is: 2. (2) Reactant: [C:1](=[O:13])([O:6][CH:7]1[CH2:12][CH2:11][CH2:10][CH2:9][CH2:8]1)[O:2][CH:3](Cl)[CH3:4].[I-:14].[Na+]. Product: [C:1](=[O:13])([O:2][CH:3]([I:14])[CH3:4])[O:6][CH:7]1[CH2:12][CH2:11][CH2:10][CH2:9][CH2:8]1. The catalyst class is: 10. (3) Reactant: [N:1]1[CH:6]=[CH:5][CH:4]=[C:3]([C:7]2[CH:37]=[CH:36][C:10]3[N:11]([C:14]4[S:18][C:17]([C:19]([O:21]C)=O)=[C:16]([O:23][C@@H:24]([C:26]5[CH:31]=[CH:30][CH:29]=[CH:28][C:27]=5[C:32]([F:35])([F:34])[F:33])[CH3:25])[CH:15]=4)[CH:12]=[N:13][C:9]=3[CH:8]=2)[CH:2]=1.[NH3:38]. Product: [N:1]1[CH:6]=[CH:5][CH:4]=[C:3]([C:7]2[CH:37]=[CH:36][C:10]3[N:11]([C:14]4[S:18][C:17]([C:19]([NH2:38])=[O:21])=[C:16]([O:23][C@@H:24]([C:26]5[CH:31]=[CH:30][CH:29]=[CH:28][C:27]=5[C:32]([F:35])([F:33])[F:34])[CH3:25])[CH:15]=4)[CH:12]=[N:13][C:9]=3[CH:8]=2)[CH:2]=1. The catalyst class is: 5. (4) Reactant: [NH2:1][C:2]1[CH:7]=[CH:6][C:5]([N:8]2[CH:17]=[CH:16][C:15]3[C:10](=[CH:11][CH:12]=[CH:13][CH:14]=3)[C:9]2=[O:18])=[CH:4][CH:3]=1.Cl.Cl[CH2:21][CH2:22][NH:23][CH2:24][CH2:25]Cl.C(=O)([O-])[O-].[K+].[K+]. Product: [N:1]1([C:2]2[CH:7]=[CH:6][C:5]([N:8]3[CH:17]=[CH:16][C:15]4[C:10](=[CH:11][CH:12]=[CH:13][CH:14]=4)[C:9]3=[O:18])=[CH:4][CH:3]=2)[CH2:25][CH2:24][NH:23][CH2:22][CH2:21]1. The catalyst class is: 51.